This data is from Forward reaction prediction with 1.9M reactions from USPTO patents (1976-2016). The task is: Predict the product of the given reaction. (1) Given the reactants [Br:1][C:2]1[CH:3]=[C:4]([CH2:9][CH2:10][C:11]([C:13]2[S:14][C:15]([C:18]3[CH:23]=[CH:22][C:21]([C:24]([F:27])([F:26])[F:25])=[CH:20][CH:19]=3)=[CH:16][CH:17]=2)=[O:12])[CH:5]=[CH:6][C:7]=1[OH:8].Br[CH2:29][C:30]([O:32][C:33]([CH3:36])([CH3:35])[CH3:34])=[O:31], predict the reaction product. The product is: [Br:1][C:2]1[CH:3]=[C:4]([CH2:9][CH2:10][C:11](=[O:12])[C:13]2[S:14][C:15]([C:18]3[CH:23]=[CH:22][C:21]([C:24]([F:27])([F:25])[F:26])=[CH:20][CH:19]=3)=[CH:16][CH:17]=2)[CH:5]=[CH:6][C:7]=1[O:8][CH2:29][C:30]([O:32][C:33]([CH3:36])([CH3:35])[CH3:34])=[O:31]. (2) Given the reactants FCCC[O:5][C:6]([C:8]1[C:13]([N:14]([C:22]([O:24][C:25]([CH3:28])([CH3:27])[CH3:26])=[O:23])[C:15]([O:17][C:18]([CH3:21])([CH3:20])[CH3:19])=[O:16])=[N:12][C:11]([O:29][CH2:30][CH2:31][CH2:32][F:33])=[CH:10][N:9]=1)=[O:7].COC(C1C(N(C(OC(C)(C)C)=O)C(OC(C)(C)C)=O)=NC(OCCCF)=CN=1)=O.[Li+:64].[OH-].[ClH:66], predict the reaction product. The product is: [C:25]([O:24][C:22]([N:14]([C:15]([O:17][C:18]([CH3:21])([CH3:20])[CH3:19])=[O:16])[C:13]1[C:8]([C:6]([OH:7])=[O:5])=[N:9][CH:10]=[C:11]([O:29][CH2:30][CH2:31][CH2:32][F:33])[N:12]=1)=[O:23])([CH3:28])([CH3:27])[CH3:26].[Cl-:66].[Li+:64]. (3) Given the reactants [F:1][C:2]1[CH:31]=[CH:30][C:5]([CH2:6][NH:7][C:8]([C:10]2[N:11]=[C:12]3[C:27]([CH3:29])([CH3:28])[CH2:26][CH2:25][N:13]3[C:14](=[O:24])[C:15]=2[O:16]CC2C=CC=CC=2)=[O:9])=[C:4]([C:32](=[O:35])[NH:33][CH3:34])[CH:3]=1.FC(F)(F)C(O)=O, predict the reaction product. The product is: [F:1][C:2]1[CH:31]=[CH:30][C:5]([CH2:6][NH:7][C:8]([C:10]2[N:11]=[C:12]3[C:27]([CH3:29])([CH3:28])[CH2:26][CH2:25][N:13]3[C:14](=[O:24])[C:15]=2[OH:16])=[O:9])=[C:4]([C:32](=[O:35])[NH:33][CH3:34])[CH:3]=1. (4) Given the reactants [CH2:1]([NH2:8])[C:2]1[CH:7]=[CH:6][CH:5]=[CH:4][CH:3]=1.C(O[BH-](OC(=O)C)OC(=O)C)(=O)C.[Na+].[CH2:23]([O:30][CH:31]1[C:36](=O)[CH2:35][CH2:34][N:33]([C:38]([O:40][C:41]([CH3:44])([CH3:43])[CH3:42])=[O:39])[CH2:32]1)[C:24]1[CH:29]=[CH:28][CH:27]=[CH:26][CH:25]=1, predict the reaction product. The product is: [CH2:1]([NH:8][C@H:36]1[CH2:35][CH2:34][N:33]([C:38]([O:40][C:41]([CH3:44])([CH3:43])[CH3:42])=[O:39])[CH2:32][C@H:31]1[O:30][CH2:23][C:24]1[CH:25]=[CH:26][CH:27]=[CH:28][CH:29]=1)[C:2]1[CH:7]=[CH:6][CH:5]=[CH:4][CH:3]=1. (5) Given the reactants C([O:5][C:6](=O)[NH:7][C:8]1[CH:16]=[C:15]2[C:11]([C:12]([S:24][C:25]3[CH:30]=[CH:29][CH:28]=[CH:27][C:26]=3[N+:31]([O-:33])=[O:32])=[CH:13][N:14]2[CH2:17][C:18]2[CH:19]=[N:20][CH:21]=[N:22][CH:23]=2)=[CH:10][CH:9]=1)(C)(C)C, predict the reaction product. The product is: [N+:31]([C:26]1[CH:27]=[CH:28][CH:29]=[CH:30][C:25]=1[S:24][C:12]1[C:11]2[C:15](=[CH:16][C:8]([NH:7][CH:6]=[O:5])=[CH:9][CH:10]=2)[N:14]([CH2:17][C:18]2[CH:23]=[N:22][CH:21]=[N:20][CH:19]=2)[CH:13]=1)([O-:33])=[O:32]. (6) The product is: [Cl:33][C:8]1[N:7]([CH2:10][O:11][CH2:12][CH2:13][O:14][CH3:15])[C:6]2[CH:16]=[C:2]([Cl:1])[C:3]([S:17][C:18]3[CH:19]=[C:20]([CH3:24])[CH:21]=[CH:22][CH:23]=3)=[CH:4][C:5]=2[N:9]=1. Given the reactants [Cl:1][C:2]1[C:3]([S:17][C:18]2[CH:19]=[C:20]([CH3:24])[CH:21]=[CH:22][CH:23]=2)=[CH:4][C:5]2[N:9]=[CH:8][N:7]([CH2:10][O:11][CH2:12][CH2:13][O:14][CH3:15])[C:6]=2[CH:16]=1.C([N-]C(C)C)(C)C.[Li+].[Cl:33]N1C(=O)CCC1=O.[NH4+].[Cl-], predict the reaction product. (7) Given the reactants [CH3:1][O:2][CH2:3][C@H:4]([CH3:38])[O:5][C:6]1[CH:7]=[C:8]([C:23]2[NH:27][C:26]([C:28]([O:30]CC3C=CC=CC=3)=[O:29])=[CH:25][CH:24]=2)[CH:9]=[C:10]([O:12][Si:13]([CH:20]([CH3:22])[CH3:21])([CH:17]([CH3:19])[CH3:18])[CH:14]([CH3:16])[CH3:15])[CH:11]=1, predict the reaction product. The product is: [CH3:1][O:2][CH2:3][C@H:4]([CH3:38])[O:5][C:6]1[CH:7]=[C:8]([C:23]2[NH:27][C:26]([C:28]([OH:30])=[O:29])=[CH:25][CH:24]=2)[CH:9]=[C:10]([O:12][Si:13]([CH:17]([CH3:19])[CH3:18])([CH:20]([CH3:21])[CH3:22])[CH:14]([CH3:15])[CH3:16])[CH:11]=1. (8) Given the reactants Cl[C:2]1[C:7]2[CH:8]=[C:9]([S:11]([O-:13])=[O:12])[S:10][C:6]=2[CH:5]=[CH:4][N:3]=1.[Li+].[CH2:15](Br)[C:16]1[CH:21]=[CH:20][CH:19]=[CH:18][CH:17]=1.[C:23]([O:27][C:28]([N:30]1[CH2:35][CH2:34][NH:33][CH2:32][CH2:31]1)=[O:29])([CH3:26])([CH3:25])[CH3:24], predict the reaction product. The product is: [C:23]([O:27][C:28]([N:30]1[CH2:35][CH2:34][N:33]([C:2]2[C:7]3[CH:8]=[C:9]([S:11]([CH2:15][C:16]4[CH:21]=[CH:20][CH:19]=[CH:18][CH:17]=4)(=[O:13])=[O:12])[S:10][C:6]=3[CH:5]=[CH:4][N:3]=2)[CH2:32][CH2:31]1)=[O:29])([CH3:26])([CH3:24])[CH3:25]. (9) Given the reactants [Br:1][C:2]1[CH:3]=[C:4]2[C:8](=[C:9]([C:11]([OH:13])=O)[CH:10]=1)[N:7]([CH3:14])[CH:6]=[C:5]2[CH:15]([CH3:17])[CH3:16].Cl.[NH2:19][CH2:20][C:21]1[C:22](=[O:35])[NH:23][C:24]([CH3:34])=[CH:25][C:26]=1[CH2:27][C:28]1[CH:33]=[CH:32][CH:31]=[CH:30][CH:29]=1.ON1C2N=CC=CC=2N=N1.C(Cl)CCl.CN1CCOCC1, predict the reaction product. The product is: [CH2:27]([C:26]1[CH:25]=[C:24]([CH3:34])[NH:23][C:22](=[O:35])[C:21]=1[CH2:20][NH:19][C:11]([C:9]1[CH:10]=[C:2]([Br:1])[CH:3]=[C:4]2[C:8]=1[N:7]([CH3:14])[CH:6]=[C:5]2[CH:15]([CH3:17])[CH3:16])=[O:13])[C:28]1[CH:29]=[CH:30][CH:31]=[CH:32][CH:33]=1.